From a dataset of Catalyst prediction with 721,799 reactions and 888 catalyst types from USPTO. Predict which catalyst facilitates the given reaction. (1) Reactant: [CH2:1]([OH:5])[CH:2]([OH:4])[CH3:3].[OH-:6].[Na+]. Product: [CH2:1]([OH:5])[CH:2]([OH:4])[CH3:3].[C:1]([OH:6])(=[O:5])[CH:2]([CH3:3])[OH:4].[C:1]([OH:6])(=[O:5])[C:2]([CH3:3])=[O:4].[CH3:3][C:2]([CH2:1][OH:5])=[O:4]. The catalyst class is: 553. (2) Reactant: [CH2:1]([C:5]1[N:9]([CH2:10][C:11]2[CH:16]=[CH:15][C:14]([C:17]3[CH:22]=[CH:21][CH:20]=[CH:19][C:18]=3[C:23]3[NH:27][N:26]=[N:25][N:24]=3)=[CH:13][CH:12]=2)[N:8]=[C:7]([CH2:28][NH2:29])[N:6]=1)[CH2:2][CH2:3][CH3:4].C(=O)([O-])[O-].[K+].[K+].[C:36](OC(=O)C)(=[O:38])[CH3:37]. Product: [CH2:1]([C:5]1[N:9]([CH2:10][C:11]2[CH:16]=[CH:15][C:14]([C:17]3[CH:22]=[CH:21][CH:20]=[CH:19][C:18]=3[C:23]3[NH:27][N:26]=[N:25][N:24]=3)=[CH:13][CH:12]=2)[N:8]=[C:7]([CH2:28][NH:29][C:36](=[O:38])[CH3:37])[N:6]=1)[CH2:2][CH2:3][CH3:4]. The catalyst class is: 6. (3) Reactant: [H-].[Na+].[Br:3][C:4]1[CH:5]=[CH:6][C:7]2[O:11][C:10](=[O:12])[NH:9][C:8]=2[CH:13]=1.[CH:14](Br)([C:21]1[CH:26]=[CH:25][CH:24]=[CH:23][CH:22]=1)[C:15]1[CH:20]=[CH:19][CH:18]=[CH:17][CH:16]=1. Product: [CH:14]([N:9]1[C:8]2[CH:13]=[C:4]([Br:3])[CH:5]=[CH:6][C:7]=2[O:11][C:10]1=[O:12])([C:15]1[CH:20]=[CH:19][CH:18]=[CH:17][CH:16]=1)[C:21]1[CH:26]=[CH:25][CH:24]=[CH:23][CH:22]=1. The catalyst class is: 9. (4) Reactant: [N+:1]([C:4]1[CH:5]=[C:6]([C:13]([C:17]2[CH:22]=[CH:21][CH:20]=[CH:19][N:18]=2)=[CH:14][C:15]#[N:16])[C:7]2[O:11][CH2:10][CH2:9][C:8]=2[CH:12]=1)([O-])=O. Product: [NH2:1][C:4]1[CH:5]=[C:6]([CH:13]([C:17]2[CH:22]=[CH:21][CH:20]=[CH:19][N:18]=2)[CH2:14][C:15]#[N:16])[C:7]2[O:11][CH2:10][CH2:9][C:8]=2[CH:12]=1. The catalyst class is: 50.